Task: Predict the reactants needed to synthesize the given product.. Dataset: Full USPTO retrosynthesis dataset with 1.9M reactions from patents (1976-2016) (1) Given the product [N:5]1[CH:6]=[CH:7][C:2]([C:1]([Cl:12])=[O:9])=[CH:3][CH:4]=1, predict the reactants needed to synthesize it. The reactants are: [C:1]([OH:9])(=O)[C:2]1[CH:7]=[CH:6][N:5]=[CH:4][CH:3]=1.S(Cl)([Cl:12])=O. (2) The reactants are: C([O:8][C:9]1[CH:10]=[C:11]([C:20](=[O:26])[CH:21](OCC)O)[C:12]2[O:17][CH2:16][C:15](=[O:18])[NH:14][C:13]=2[CH:19]=1)C1C=CC=CC=1.[CH3:27][C:28]([NH2:48])([CH3:47])[CH2:29][CH2:30][N:31]1[C:35]([CH3:36])=[N:34][C:33]([C:37]2[CH:42]=[CH:41][C:40]([C:43]([F:46])([F:45])[F:44])=[CH:39][CH:38]=2)=[N:32]1.FC(F)(F)C([O-])=O. Given the product [CH3:47][C:28]([NH:48][CH2:21][CH:20]([C:11]1[C:12]2[O:17][CH2:16][C:15](=[O:18])[NH:14][C:13]=2[CH:19]=[C:9]([OH:8])[CH:10]=1)[OH:26])([CH3:27])[CH2:29][CH2:30][N:31]1[C:35]([CH3:36])=[N:34][C:33]([C:37]2[CH:42]=[CH:41][C:40]([C:43]([F:46])([F:45])[F:44])=[CH:39][CH:38]=2)=[N:32]1, predict the reactants needed to synthesize it. (3) Given the product [Br:1][C:2]1[N:7]=[CH:6][C:5]2[CH:8]=[C:9]([C:11]3[O:15][CH:14]=[N:13][CH:12]=3)[N:10]([C:33]([O:35][CH:36]([CH3:38])[CH3:37])=[O:34])[C:4]=2[CH:3]=1, predict the reactants needed to synthesize it. The reactants are: [Br:1][C:2]1[N:7]=[CH:6][C:5]2[CH:8]=[C:9]([C:11]3[O:15][CH:14]=[N:13][CH:12]=3)[NH:10][C:4]=2[CH:3]=1.C1C=CC=CC=1.C[Si](C)(C)[N-][Si](C)(C)C.[Na+].Cl[C:33]([O:35][CH:36]([CH3:38])[CH3:37])=[O:34].